Dataset: Peptide-MHC class II binding affinity with 134,281 pairs from IEDB. Task: Regression. Given a peptide amino acid sequence and an MHC pseudo amino acid sequence, predict their binding affinity value. This is MHC class II binding data. The peptide sequence is KYKIAGGIAGGLALL. The MHC is DRB1_0405 with pseudo-sequence DRB1_0405. The binding affinity (normalized) is 0.0744.